From a dataset of Reaction yield outcomes from USPTO patents with 853,638 reactions. Predict the reaction yield, written as a fraction of the theoretical maximum amount of product (1.0 means a 100% yield; for example, 0.34 means a 34% yield). (1) The reactants are [CH2:1]([O:3][C:4](=[O:17])[CH2:5][C@H:6]1[C:14]2[C:9](=[CH:10][C:11]([O:15]C)=[CH:12][CH:13]=2)[CH2:8][CH2:7]1)[CH3:2].[Al+3].[Cl-].[Cl-].[Cl-].CCS. The catalyst is C(Cl)Cl. The product is [CH2:1]([O:3][C:4](=[O:17])[CH2:5][C@H:6]1[C:14]2[C:9](=[CH:10][C:11]([OH:15])=[CH:12][CH:13]=2)[CH2:8][CH2:7]1)[CH3:2]. The yield is 0.960. (2) The product is [NH2:6][C:7]1[CH:8]=[CH:9][CH:10]=[CH:11][C:1]=1[C:2]([NH:13][C:14]1[CH:19]=[CH:18][CH:17]=[CH:16][N:15]=1)=[O:4]. The reactants are [C:1]12[C:7](=[CH:8][CH:9]=[CH:10][CH:11]=1)[NH:6]C(=O)[O:4][C:2]2=O.[NH2:13][C:14]1[CH:19]=[CH:18][CH:17]=[CH:16][N:15]=1. The yield is 0.540. The catalyst is O1CCOCC1. (3) The reactants are [CH3:1][O:2][C:3](=[O:14])[C:4]1[CH:9]=[CH:8][C:7]([NH2:10])=[C:6]([C:11](=[O:13])[CH3:12])[CH:5]=1.S(=O)(=O)(O)O.[N:20]([O-])=O.[Na+]. The catalyst is C(O)(=O)C. The product is [CH3:1][O:2][C:3]([C:4]1[CH:5]=[C:6]2[C:7](=[CH:8][CH:9]=1)[NH:10][N:20]=[CH:12][C:11]2=[O:13])=[O:14]. The yield is 0.166.